From a dataset of Reaction yield outcomes from USPTO patents with 853,638 reactions. Predict the reaction yield, written as a fraction of the theoretical maximum amount of product (1.0 means a 100% yield; for example, 0.34 means a 34% yield). (1) The reactants are [NH:1]1[CH2:4][CH:3]([CH2:5][N:6]([CH2:15][C:16]2[C:21]([CH3:22])=[CH:20][CH:19]=[CH:18][N:17]=2)[CH2:7][C:8]2[C:13]([CH3:14])=[CH:12][CH:11]=[CH:10][N:9]=2)[CH2:2]1.CCN(C(C)C)C(C)C.Br[CH2:33][C:34]([O:36][CH3:37])=[O:35].C([O-])(O)=O.[Na+]. The catalyst is C(Cl)Cl. The product is [CH3:37][O:36][C:34](=[O:35])[CH2:33][N:1]1[CH2:4][CH:3]([CH2:5][N:6]([CH2:7][C:8]2[C:13]([CH3:14])=[CH:12][CH:11]=[CH:10][N:9]=2)[CH2:15][C:16]2[C:21]([CH3:22])=[CH:20][CH:19]=[CH:18][N:17]=2)[CH2:2]1. The yield is 0.240. (2) The reactants are [CH3:1][O:2][C:3]1[N:4]=[CH:5][N:6]([CH3:11])[C:7]=1[C:8]([NH2:10])=O.[H-].[Al+3].[Li+].[H-].[H-].[H-].Cl.[OH-].[K+]. The catalyst is C1COCC1.C(O)(C)C. The product is [CH3:1][O:2][C:3]1[N:4]=[CH:5][N:6]([CH3:11])[C:7]=1[CH2:8][NH2:10]. The yield is 0.380.